Dataset: NCI-60 drug combinations with 297,098 pairs across 59 cell lines. Task: Regression. Given two drug SMILES strings and cell line genomic features, predict the synergy score measuring deviation from expected non-interaction effect. (1) Drug 1: CC1=C(C(CCC1)(C)C)C=CC(=CC=CC(=CC(=O)O)C)C. Drug 2: CC1=C2C(C(=O)C3(C(CC4C(C3C(C(C2(C)C)(CC1OC(=O)C(C(C5=CC=CC=C5)NC(=O)C6=CC=CC=C6)O)O)OC(=O)C7=CC=CC=C7)(CO4)OC(=O)C)O)C)OC(=O)C. Cell line: CCRF-CEM. Synergy scores: CSS=21.8, Synergy_ZIP=12.8, Synergy_Bliss=12.6, Synergy_Loewe=-15.3, Synergy_HSA=12.0. (2) Drug 1: CNC(=O)C1=CC=CC=C1SC2=CC3=C(C=C2)C(=NN3)C=CC4=CC=CC=N4. Drug 2: CS(=O)(=O)C1=CC(=C(C=C1)C(=O)NC2=CC(=C(C=C2)Cl)C3=CC=CC=N3)Cl. Cell line: OVCAR-5. Synergy scores: CSS=8.36, Synergy_ZIP=-2.40, Synergy_Bliss=0.935, Synergy_Loewe=-1.39, Synergy_HSA=-1.02. (3) Drug 1: C1=NC2=C(N=C(N=C2N1C3C(C(C(O3)CO)O)O)F)N. Drug 2: CC1=C2C(C(=O)C3(C(CC4C(C3C(C(C2(C)C)(CC1OC(=O)C(C(C5=CC=CC=C5)NC(=O)C6=CC=CC=C6)O)O)OC(=O)C7=CC=CC=C7)(CO4)OC(=O)C)O)C)OC(=O)C. Cell line: HT29. Synergy scores: CSS=20.3, Synergy_ZIP=-0.281, Synergy_Bliss=-2.46, Synergy_Loewe=-17.2, Synergy_HSA=-0.167. (4) Drug 1: CCC1(CC2CC(C3=C(CCN(C2)C1)C4=CC=CC=C4N3)(C5=C(C=C6C(=C5)C78CCN9C7C(C=CC9)(C(C(C8N6C=O)(C(=O)OC)O)OC(=O)C)CC)OC)C(=O)OC)O.OS(=O)(=O)O. Drug 2: C(CCl)NC(=O)N(CCCl)N=O. Cell line: U251. Synergy scores: CSS=31.5, Synergy_ZIP=-10.3, Synergy_Bliss=-8.52, Synergy_Loewe=-7.36, Synergy_HSA=-5.87. (5) Drug 1: CC1=C2C(C(=O)C3(C(CC4C(C3C(C(C2(C)C)(CC1OC(=O)C(C(C5=CC=CC=C5)NC(=O)C6=CC=CC=C6)O)O)OC(=O)C7=CC=CC=C7)(CO4)OC(=O)C)O)C)OC(=O)C. Drug 2: B(C(CC(C)C)NC(=O)C(CC1=CC=CC=C1)NC(=O)C2=NC=CN=C2)(O)O. Cell line: KM12. Synergy scores: CSS=35.3, Synergy_ZIP=-8.53, Synergy_Bliss=-11.0, Synergy_Loewe=-17.9, Synergy_HSA=-11.2. (6) Drug 1: C1=NC2=C(N1)C(=S)N=C(N2)N. Drug 2: C1CN1P(=S)(N2CC2)N3CC3. Synergy scores: CSS=16.3, Synergy_ZIP=-2.18, Synergy_Bliss=3.03, Synergy_Loewe=-2.97, Synergy_HSA=2.04. Cell line: SK-MEL-28. (7) Drug 1: C1CC(=O)NC(=O)C1N2C(=O)C3=CC=CC=C3C2=O. Drug 2: C(CCl)NC(=O)N(CCCl)N=O. Cell line: SR. Synergy scores: CSS=47.5, Synergy_ZIP=-8.87, Synergy_Bliss=-18.2, Synergy_Loewe=-21.9, Synergy_HSA=-17.6. (8) Drug 1: CC1OCC2C(O1)C(C(C(O2)OC3C4COC(=O)C4C(C5=CC6=C(C=C35)OCO6)C7=CC(=C(C(=C7)OC)O)OC)O)O. Drug 2: CC1C(C(CC(O1)OC2CC(CC3=C2C(=C4C(=C3O)C(=O)C5=CC=CC=C5C4=O)O)(C(=O)C)O)N)O. Cell line: OVCAR-4. Synergy scores: CSS=25.2, Synergy_ZIP=0.0303, Synergy_Bliss=1.94, Synergy_Loewe=-17.2, Synergy_HSA=2.66. (9) Drug 1: CC1=CC2C(CCC3(C2CCC3(C(=O)C)OC(=O)C)C)C4(C1=CC(=O)CC4)C. Drug 2: CN(C)C1=NC(=NC(=N1)N(C)C)N(C)C. Cell line: UO-31. Synergy scores: CSS=-1.12, Synergy_ZIP=6.02, Synergy_Bliss=-0.675, Synergy_Loewe=-2.29, Synergy_HSA=-2.29.